This data is from Reaction yield outcomes from USPTO patents with 853,638 reactions. The task is: Predict the reaction yield, written as a fraction of the theoretical maximum amount of product (1.0 means a 100% yield; for example, 0.34 means a 34% yield). (1) The reactants are [CH2:1]([C:3]1[CH:9]=[CH:8][C:7]([N+:10]([O-:12])=[O:11])=[CH:6][C:4]=1[NH2:5])[CH3:2].[N:13](OC(C)(C)C)=O. The catalyst is C(O)(=O)C.C(OCC)(=O)C. The product is [CH3:2][C:1]1[C:3]2[C:4](=[CH:6][C:7]([N+:10]([O-:12])=[O:11])=[CH:8][CH:9]=2)[NH:5][N:13]=1. The yield is 0.980. (2) The yield is 0.990. The reactants are [C:1]([O:9][CH2:10][CH3:11])(=[O:8])[CH2:2][C:3]([O:5][CH2:6][CH3:7])=[O:4].C(=O)([O-])[O-].[K+].[K+].Br[CH:19]([CH2:25][CH2:26][CH3:27])[C:20]([O:22][CH2:23][CH3:24])=[O:21].Cl. The catalyst is CN(C=O)C.O. The product is [CH:2]([C:3]([O:5][CH2:6][CH3:7])=[O:4])([C:1]([O:9][CH2:10][CH3:11])=[O:8])[CH:19]([C:20]([O:22][CH2:23][CH3:24])=[O:21])[CH2:25][CH2:26][CH3:27]. (3) The reactants are Cl[C:2](OC1C=CC=CC=1)=[O:3].[Br:11][C:12]1[CH:13]=[C:14]([NH2:19])[C:15]([NH2:18])=[CH:16][CH:17]=1.C([O-])(O)=O.[Na+].[OH-].[Na+]. The catalyst is CO.O. The product is [Br:11][C:12]1[CH:17]=[CH:16][C:15]2[NH:18][C:2](=[O:3])[NH:19][C:14]=2[CH:13]=1. The yield is 0.340. (4) The reactants are Cl[C:2]1[CH:7]=[C:6]2[CH2:8][O:9][C:10]3[CH:41]=[C:40]4[C:13]([CH:14]=[CH:15][C:16]5[N:20]=[C:19]([C@@H:21]6[CH2:25][C@H:24]([O:26][CH2:27][CH3:28])[CH2:23][N:22]6[C:29](=[O:39])[C@@H:30]([NH:34][C:35](=[O:38])[O:36][CH3:37])[CH:31]([CH3:33])[CH3:32])[NH:18][C:17]=54)=[CH:12][C:11]=3[C:5]2=[CH:4][CH:3]=1.[CH3:42][C:43]1([CH3:59])[C:47]([CH3:49])([CH3:48])[O:46][B:45]([B:45]2[O:46][C:47]([CH3:49])([CH3:48])[C:43]([CH3:59])([CH3:42])[O:44]2)[O:44]1.C([O-])(=O)C.[K+].C1(P(C2CCCCC2)C2C=CC=CC=2C2C(C(C)C)=CC(C(C)C)=CC=2C(C)C)CCCCC1. The catalyst is O1CCOCC1.C1C=CC(/C=C/C(/C=C/C2C=CC=CC=2)=O)=CC=1.C1C=CC(/C=C/C(/C=C/C2C=CC=CC=2)=O)=CC=1.[Pd]. The product is [CH2:27]([O:26][C@@H:24]1[CH2:23][N:22]([C:29](=[O:39])[C@@H:30]([NH:34][C:35](=[O:38])[O:36][CH3:37])[CH:31]([CH3:33])[CH3:32])[C@H:21]([C:19]2[NH:18][C:17]3[C:40]4[C:13]([CH:14]=[CH:15][C:16]=3[N:20]=2)=[CH:12][C:11]2[C:5]3[C:6]([CH2:8][O:9][C:10]=2[CH:41]=4)=[CH:7][C:2]([B:45]2[O:46][C:47]([CH3:49])([CH3:48])[C:43]([CH3:59])([CH3:42])[O:44]2)=[CH:3][CH:4]=3)[CH2:25]1)[CH3:28]. The yield is 0.730. (5) The reactants are [O:1]=[C:2]([CH2:8][C:9]([O:11][CH3:12])=[O:10])[CH2:3][C:4]([O:6][CH3:7])=[O:5].Cl[CH:14](C)[CH:15]=O. The catalyst is N1C=CC=CC=1.CCOC(C)=O. The product is [CH3:12][O:11][C:9](=[O:10])[CH2:8][C:2]1[O:1][CH:14]=[CH:15][C:3]=1[C:4]([O:6][CH3:7])=[O:5]. The yield is 0.720. (6) The reactants are [C:1]([O:4][C@H:5](/[CH:7]=[CH:8]\[C:9]([NH:11][C@@H:12]1[CH2:17][C@H:16]([CH3:18])[C@H:15]([CH2:19]/[CH:20]=[C:21](\[CH3:57])/[CH:22]=[CH:23]/[C@H:24]2[O:31][C@H:30]([CH2:32][NH:33][C:34](=[O:55])[CH2:35][CH2:36][NH:37]C(OCC3C4C=CC=CC=4C4C3=CC=CC=4)=O)[CH2:29][C@:26]3([O:28][CH2:27]3)[C@@H:25]2[OH:56])[O:14][C@@H:13]1[CH3:58])=[O:10])[CH3:6])(=[O:3])[CH3:2].N1CCCCC1.NCCCCCC(N[C@H](C(N[C@H](C(NC1C=CC(COC(NNC(=O)C[C@H]2O[C@H](/C=C/C(/C)=C/C[C@H]3[C@@H](C)C[C@@H](NC(=O)/C=C\[C@@H](OC(=O)C)C)[C@@H](C)O3)[C@@H](O)[C@@]3(OC3)C2)=O)=CC=1)=O)CCCNC(=O)N)=O)C(C)C)=O. No catalyst specified. The product is [C:1]([OH:4])(=[O:3])[CH3:2].[C:1]([O:4][C@H:5](/[CH:7]=[CH:8]\[C:9]([NH:11][C@@H:12]1[CH2:17][C@H:16]([CH3:18])[C@H:15]([CH2:19]/[CH:20]=[C:21](\[CH3:57])/[CH:22]=[CH:23]/[C@H:24]2[O:31][C@H:30]([CH2:32][NH:33][C:34](=[O:55])[CH2:35][CH2:36][NH2:37])[CH2:29][C@:26]3([O:28][CH2:27]3)[C@@H:25]2[OH:56])[O:14][C@@H:13]1[CH3:58])=[O:10])[CH3:6])(=[O:3])[CH3:2]. The yield is 0.630.